Task: Predict the reactants needed to synthesize the given product.. Dataset: Full USPTO retrosynthesis dataset with 1.9M reactions from patents (1976-2016) (1) The reactants are: [OH-].[Na+].C([O:5][C:6](=[O:44])[CH2:7][CH2:8][NH:9][C:10](=[O:43])[C:11]1[CH:16]=[CH:15][C:14]([O:17][CH:18]([C:25]2[CH:30]=[CH:29][C:28]([C:31]3[CH:36]=[CH:35][C:34]([C:37]([F:40])([F:39])[F:38])=[CH:33][CH:32]=3)=[C:27]([CH3:41])[CH:26]=2)[CH2:19][CH2:20][CH2:21][CH2:22][CH2:23][CH3:24])=[C:13]([F:42])[CH:12]=1)C. Given the product [F:42][C:13]1[CH:12]=[C:11]([CH:16]=[CH:15][C:14]=1[O:17][CH:18]([C:25]1[CH:30]=[CH:29][C:28]([C:31]2[CH:36]=[CH:35][C:34]([C:37]([F:38])([F:39])[F:40])=[CH:33][CH:32]=2)=[C:27]([CH3:41])[CH:26]=1)[CH2:19][CH2:20][CH2:21][CH2:22][CH2:23][CH3:24])[C:10]([NH:9][CH2:8][CH2:7][C:6]([OH:44])=[O:5])=[O:43], predict the reactants needed to synthesize it. (2) Given the product [Cl:1][C:2]1[N:7]=[C:6]([C:8]2[S:12][C:11]([CH:13]([CH3:15])[CH3:14])=[N:10][C:9]=2[C:16]2[CH:17]=[C:18]([NH:19][S:30]([C:26]3[CH:27]=[CH:28][CH:29]=[C:24]([F:23])[CH:25]=3)(=[O:32])=[O:31])[CH:20]=[CH:21][CH:22]=2)[CH:5]=[CH:4][N:3]=1, predict the reactants needed to synthesize it. The reactants are: [Cl:1][C:2]1[N:7]=[C:6]([C:8]2[S:12][C:11]([CH:13]([CH3:15])[CH3:14])=[N:10][C:9]=2[C:16]2[CH:17]=[C:18]([CH:20]=[CH:21][CH:22]=2)[NH2:19])[CH:5]=[CH:4][N:3]=1.[F:23][C:24]1[CH:25]=[C:26]([S:30](Cl)(=[O:32])=[O:31])[CH:27]=[CH:28][CH:29]=1. (3) Given the product [Br:25][C:10]1[NH:11][C:12]2[C:17]([C:9]=1[C:6]1[CH:5]=[CH:4][C:3]([O:2][CH3:1])=[CH:8][CH:7]=1)=[CH:16][CH:15]=[CH:14][CH:13]=2, predict the reactants needed to synthesize it. The reactants are: [CH3:1][O:2][C:3]1[CH:8]=[CH:7][C:6]([C:9]2[C:17]3[C:12](=[CH:13][CH:14]=[CH:15][CH:16]=3)[NH:11][CH:10]=2)=[CH:5][CH:4]=1.C1C(=O)N([Br:25])C(=O)C1. (4) Given the product [N:11]1[C:12]2[C:17](=[CH:16][CH:15]=[CH:14][CH:13]=2)[C:8]([C:6](=[O:7])[CH3:1])=[CH:9][CH:10]=1, predict the reactants needed to synthesize it. The reactants are: [CH3:1][Mg+].[Br-].CN(OC)[C:6]([C:8]1[C:17]2[C:12](=[CH:13][CH:14]=[CH:15][CH:16]=2)[N:11]=[CH:10][CH:9]=1)=[O:7]. (5) Given the product [NH2:20][C:19]1[NH:1][C:2]2=[CH:3][C:4]3[C:5]([CH3:16])([CH3:17])[C:6](=[O:15])[N:7]([CH2:12][CH2:13][CH3:14])[C:8]=3[CH:9]=[C:10]2[N:11]=1, predict the reactants needed to synthesize it. The reactants are: [NH2:1][C:2]1[CH:3]=[C:4]2[C:8](=[CH:9][C:10]=1[NH2:11])[N:7]([CH2:12][CH2:13][CH3:14])[C:6](=[O:15])[C:5]2([CH3:17])[CH3:16].Br[C:19]#[N:20].C(Cl)Cl.CO. (6) The reactants are: Br[C:2]1[N:3]=[CH:4][C:5]2[N:6]([CH:8]=[C:9]([C:11]3[CH:16]=[CH:15][C:14]([F:17])=[CH:13][CH:12]=3)[N:10]=2)[CH:7]=1.[OH-:18].[Na+].[CH3:20]O. Given the product [F:17][C:14]1[CH:15]=[CH:16][C:11]([C:9]2[N:10]=[C:5]3[CH:4]=[N:3][C:2]([O:18][CH3:20])=[CH:7][N:6]3[CH:8]=2)=[CH:12][CH:13]=1, predict the reactants needed to synthesize it. (7) Given the product [F:43][C:39]1[CH:38]=[C:37]2[C:42](=[CH:41][CH:40]=1)[N:34]([C:32]([C:22]1[CH:23]=[C:24]([N:26]([CH3:31])[S:27]([CH3:30])(=[O:29])=[O:28])[N:25]=[C:20]([N:3]3[CH2:4][CH2:5][CH:6]([N:9]4[C:17]5[C:12](=[N:13][CH:14]=[CH:15][CH:16]=5)[NH:11][C:10]4=[O:18])[CH2:7][CH2:8]3)[CH:21]=1)=[O:33])[CH2:35][CH2:36]2, predict the reactants needed to synthesize it. The reactants are: Cl.Cl.[NH:3]1[CH2:8][CH2:7][CH:6]([N:9]2[C:17]3[C:12](=[N:13][CH:14]=[CH:15][CH:16]=3)[NH:11][C:10]2=[O:18])[CH2:5][CH2:4]1.Cl[C:20]1[N:25]=[C:24]([N:26]([CH3:31])[S:27]([CH3:30])(=[O:29])=[O:28])[CH:23]=[C:22]([C:32]([N:34]2[C:42]3[C:37](=[CH:38][C:39]([F:43])=[CH:40][CH:41]=3)[CH2:36][CH2:35]2)=[O:33])[CH:21]=1.C(=O)([O-])[O-].[K+].[K+]. (8) Given the product [O:18]1[C:13]2[CH:14]=[CH:15][CH:16]=[CH:17][C:12]=2[N:11]=[C:5]1[C:8]1[CH:9]=[C:2]([Br:1])[CH:3]=[CH:20][C:19]=1[OH:22], predict the reactants needed to synthesize it. The reactants are: [Br:1][C:2]1[CH:3]=C(O)[C:5](=[CH:8][CH:9]=1)C=O.[NH2:11][C:12]1[CH:17]=[CH:16][CH:15]=[CH:14][C:13]=1[OH:18].[C:19]([O-:22])(=O)[CH3:20].[Pb+4].C([O-])(=O)C.C([O-])(=O)C.C([O-])(=O)C.[OH-].[Na+].